From a dataset of Forward reaction prediction with 1.9M reactions from USPTO patents (1976-2016). Predict the product of the given reaction. (1) Given the reactants [CH2:1]([O:8][C:9]1[CH:14]=[CH:13][C:12]([C:15]2[O:16][C:17]3[CH:22]=[C:21]([O:23][CH2:24][C@@H:25]([NH:27][C:28](=[O:30])[CH3:29])[CH3:26])[N:20]=[CH:19][C:18]=3[N:31]=2)=[C:11]([O:32][CH2:33][C:34]([F:37])([F:36])[F:35])[CH:10]=1)[C:2]1[CH:7]=[CH:6]C=CC=1.BrCC1CC1, predict the reaction product. The product is: [CH:2]1([CH2:1][O:8][C:9]2[CH:14]=[CH:13][C:12]([C:15]3[O:16][C:17]4[CH:22]=[C:21]([O:23][CH2:24][C@@H:25]([NH:27][C:28](=[O:30])[CH3:29])[CH3:26])[N:20]=[CH:19][C:18]=4[N:31]=3)=[C:11]([O:32][CH2:33][C:34]([F:36])([F:37])[F:35])[CH:10]=2)[CH2:6][CH2:7]1. (2) Given the reactants [Mg].II.Br[CH:5]=[CH:6][C:7]1[CH:12]=[CH:11][CH:10]=[CH:9][CH:8]=1.[CH3:13][Si:14](OCC)([O:18][CH2:19][CH3:20])[O:15][CH2:16][CH3:17].C(C1C=C(O)C(C(C)(C)C)=CC=1O)(C)(C)C, predict the reaction product. The product is: [CH:6]([C:7]1[CH:12]=[CH:11][C:10]([CH2:13][SiH:14]([O:18][CH2:19][CH3:20])[O:15][CH2:16][CH3:17])=[CH:9][CH:8]=1)=[CH2:5]. (3) Given the reactants [F:1][C:2]1[CH:7]=[CH:6][C:5]([C@:8]2([CH2:21][CH2:22][CH2:23][OH:24])[O:13][C:12](=[O:14])[N:11]([C@H:15]3[CH2:20][CH2:19][CH2:18][NH:17][CH2:16]3)[CH2:10][CH2:9]2)=[CH:4][CH:3]=1.Br[C:26]1[CH:31]=[CH:30][C:29]([C:32]#[N:33])=[CH:28][N:27]=1, predict the reaction product. The product is: [F:1][C:2]1[CH:7]=[CH:6][C:5]([C@:8]2([CH2:21][CH2:22][CH2:23][OH:24])[O:13][C:12](=[O:14])[N:11]([C@H:15]3[CH2:20][CH2:19][CH2:18][N:17]([C:26]4[CH:31]=[CH:30][C:29]([C:32]#[N:33])=[CH:28][N:27]=4)[CH2:16]3)[CH2:10][CH2:9]2)=[CH:4][CH:3]=1. (4) Given the reactants [NH2:1][C:2]1[S:3][CH:4]=[CH:5][N:6]=1.[Cl:7][C:8]1[CH:13]=[C:12](Cl)[N:11]=[C:10]([CH3:15])[N:9]=1.CC([O-])(C)C.[K+].O, predict the reaction product. The product is: [Cl:7][C:8]1[N:9]=[C:10]([CH3:15])[N:11]=[C:12]([NH:1][C:2]2[S:3][CH:4]=[CH:5][N:6]=2)[CH:13]=1. (5) Given the reactants P(Br)(Br)[Br:2].[F:5][C:6]1[CH:7]=[CH:8][C:9]([O:14][CH3:15])=[C:10]([CH2:12]O)[CH:11]=1, predict the reaction product. The product is: [Br:2][CH2:12][C:10]1[CH:11]=[C:6]([F:5])[CH:7]=[CH:8][C:9]=1[O:14][CH3:15].